From a dataset of TCR-epitope binding with 47,182 pairs between 192 epitopes and 23,139 TCRs. Binary Classification. Given a T-cell receptor sequence (or CDR3 region) and an epitope sequence, predict whether binding occurs between them. (1) The epitope is ELAGIGILTV. The TCR CDR3 sequence is CASSETQMNTEAFF. Result: 1 (the TCR binds to the epitope). (2) The epitope is FLASKIGRLV. The TCR CDR3 sequence is CASSYSASRYEQYF. Result: 0 (the TCR does not bind to the epitope). (3) The epitope is ILGLPTQTV. The TCR CDR3 sequence is CASSHTDTQYF. Result: 1 (the TCR binds to the epitope). (4) The epitope is TLIGDCATV. The TCR CDR3 sequence is CASSPLAGYYNEQFF. Result: 0 (the TCR does not bind to the epitope). (5) The epitope is QECVRGTTVL. The TCR CDR3 sequence is CASSVGTNYEQYF. Result: 1 (the TCR binds to the epitope). (6) The epitope is LLFGYPVYV. The TCR CDR3 sequence is CASSQGGSVYEQYF. Result: 0 (the TCR does not bind to the epitope).